Dataset: Catalyst prediction with 721,799 reactions and 888 catalyst types from USPTO. Task: Predict which catalyst facilitates the given reaction. (1) Reactant: [CH3:1][C:2]1[CH:3]=[C:4]([OH:9])[C:5](=[CH:7][CH:8]=1)[OH:6].[C:10](=O)([O-])[O-].[Cs+].[Cs+].ClCCl. The catalyst class is: 9. Product: [CH3:1][C:2]1[CH:8]=[CH:7][C:5]2[O:6][CH2:10][O:9][C:4]=2[CH:3]=1. (2) Reactant: C(O)C.[OH:4][CH2:5][CH2:6][O:7][C@@H:8]1[C@H:12]2[O:13][C:14]([CH3:17])([CH3:16])[O:15][C@H:11]2[C@H:10]([NH2:18])[CH2:9]1.[C:19]([OH:24])(=[O:23])[C:20]([OH:22])=[O:21].C(OC(=O)C)(C)C. Product: [C:19]([O-:24])(=[O:23])[C:20]([O-:22])=[O:21].[OH:4][CH2:5][CH2:6][O:7][C@@H:8]1[C@H:12]2[O:13][C:14]([CH3:16])([CH3:17])[O:15][C@H:11]2[C@H:10]([NH3+:18])[CH2:9]1.[OH:4][CH2:5][CH2:6][O:7][C@@H:8]1[C@H:12]2[O:13][C:14]([CH3:16])([CH3:17])[O:15][C@H:11]2[C@H:10]([NH3+:18])[CH2:9]1. The catalyst class is: 6. (3) Reactant: [F:1][C:2]1([C:11]2[S:12][C:13]([CH3:22])=[C:14]([C:16]3[CH:21]=[CH:20][CH:19]=[CH:18][CH:17]=3)[N:15]=2)[CH2:7][CH2:6][N:5](C([O-])=O)[CH2:4][CH2:3]1.FC(F)(F)C(O)=O.[OH-].[Na+]. Product: [F:1][C:2]1([C:11]2[S:12][C:13]([CH3:22])=[C:14]([C:16]3[CH:21]=[CH:20][CH:19]=[CH:18][CH:17]=3)[N:15]=2)[CH2:7][CH2:6][NH:5][CH2:4][CH2:3]1. The catalyst class is: 2. (4) Reactant: ClC1N=C(NC2C=C(OC)NN=2)C(Cl)=CN=1.[Cl:17][C:18]1[C:19]([NH:34][C:35]2[CH:39]=[C:38]([O:40][CH:41](C)C)[NH:37][N:36]=2)=[N:20][C:21]([NH:24][C@H:25]([C:27]2[CH:32]=[CH:31][C:30]([F:33])=[CH:29][N:28]=2)[CH3:26])=[N:22][CH:23]=1.CCN(C(C)C)C(C)C. Product: [Cl:17][C:18]1[C:19]([NH:34][C:35]2[CH:39]=[C:38]([O:40][CH3:41])[NH:37][N:36]=2)=[N:20][C:21]([NH:24][C@H:25]([C:27]2[CH:32]=[CH:31][C:30]([F:33])=[CH:29][N:28]=2)[CH3:26])=[N:22][CH:23]=1. The catalyst class is: 114. (5) Reactant: [S:1]1[C:5]2[CH:6]=[CH:7][CH:8]=[CH:9][C:4]=2[N:3]=[CH:2]1.C([Li])CCC.[CH3:15][O:16][CH:17]([O:27][CH3:28])[C:18]1[CH:19]=[CH:20][C:21]([F:26])=[C:22]([CH:25]=1)[CH:23]=[O:24].[Cl-].[NH4+]. Product: [S:1]1[C:5]2[CH:6]=[CH:7][CH:8]=[CH:9][C:4]=2[N:3]=[C:2]1[CH:23]([C:22]1[CH:25]=[C:18]([CH:17]([O:16][CH3:15])[O:27][CH3:28])[CH:19]=[CH:20][C:21]=1[F:26])[OH:24]. The catalyst class is: 188. (6) Reactant: [N:1]1[CH:6]=[CH:5][CH:4]=[CH:3][C:2]=1[C:7]1[N:11]=[C:10]([CH2:12][CH2:13][C:14]([NH:16][CH:17]2[CH2:22][CH2:21][N:20](C(OC(C)(C)C)=O)[CH2:19][CH2:18]2)=[O:15])[O:9][N:8]=1.FC(F)(F)C(O)=O.O.[OH-].[Na+]. Product: [NH:20]1[CH2:21][CH2:22][CH:17]([NH:16][C:14](=[O:15])[CH2:13][CH2:12][C:10]2[O:9][N:8]=[C:7]([C:2]3[CH:3]=[CH:4][CH:5]=[CH:6][N:1]=3)[N:11]=2)[CH2:18][CH2:19]1. The catalyst class is: 4. (7) Reactant: FC(F)(F)C(O)=O.[NH:8]1[CH2:13][CH2:12][CH:11]([CH2:14][NH:15][C:16]([N:18]2[CH2:22][CH:21]([CH2:23][C:24]([CH3:27])([CH3:26])[CH3:25])[C:20]3([C:35]4[C:30](=[CH:31][C:32]([Cl:36])=[CH:33][CH:34]=4)[NH:29][C:28]3=[O:37])[CH:19]2[C:38]2[CH:43]=[CH:42][CH:41]=[C:40]([Cl:44])[C:39]=2[F:45])=[O:17])[CH2:10][CH2:9]1.C(N(CC)CC)C.[CH3:53][S:54](Cl)(=[O:56])=[O:55]. Product: [CH3:53][S:54]([N:8]1[CH2:13][CH2:12][CH:11]([CH2:14][NH:15][C:16]([N:18]2[CH2:22][CH:21]([CH2:23][C:24]([CH3:27])([CH3:26])[CH3:25])[C:20]3([C:35]4[C:30](=[CH:31][C:32]([Cl:36])=[CH:33][CH:34]=4)[NH:29][C:28]3=[O:37])[CH:19]2[C:38]2[CH:43]=[CH:42][CH:41]=[C:40]([Cl:44])[C:39]=2[F:45])=[O:17])[CH2:10][CH2:9]1)(=[O:56])=[O:55]. The catalyst class is: 4. (8) Reactant: [NH2:1][C:2]1[O:3][C@H:4]2[C@@H:6]([C@:7]([C:12]3[CH:13]=[C:14]([NH:19][C:20](=[O:31])[C:21]4[C:26]([CH2:27][O:28]C)=[CH:25][C:24]([Cl:30])=[CH:23][N:22]=4)[CH:15]=[CH:16][C:17]=3[F:18])([CH:9]([F:11])[F:10])[N:8]=1)[CH2:5]2.B(Br)(Br)Br. Product: [NH2:1][C:2]1[O:3][C@H:4]2[C@@H:6]([C@:7]([C:12]3[CH:13]=[C:14]([NH:19][C:20](=[O:31])[C:21]4[C:26]([CH2:27][OH:28])=[CH:25][C:24]([Cl:30])=[CH:23][N:22]=4)[CH:15]=[CH:16][C:17]=3[F:18])([CH:9]([F:11])[F:10])[N:8]=1)[CH2:5]2. The catalyst class is: 2. (9) Reactant: [OH-].[Na+].[Cl:3][C:4]1[C:9]([CH3:10])=[CH:8][C:7]([S:11]([N:14]2[CH2:19][CH2:18][CH2:17][CH2:16][CH:15]2[CH2:20][CH2:21][C:22]([O:24]C)=[O:23])(=[O:13])=[O:12])=[C:6]([CH3:26])[CH:5]=1. Product: [Cl:3][C:4]1[C:9]([CH3:10])=[CH:8][C:7]([S:11]([N:14]2[CH2:19][CH2:18][CH2:17][CH2:16][CH:15]2[CH2:20][CH2:21][C:22]([OH:24])=[O:23])(=[O:12])=[O:13])=[C:6]([CH3:26])[CH:5]=1. The catalyst class is: 1. (10) The catalyst class is: 9. Reactant: N(C(OCC)=O)=NC(OCC)=O.O[CH2:14][CH:15]([N:30]1[CH:34]=[C:33]([N+:35]([O-:37])=[O:36])[CH:32]=[N:31]1)[CH2:16][C:17]1[C:26]2[C:21](=[CH:22][CH:23]=[C:24]([O:27][CH3:28])[CH:25]=2)[N:20]=[CH:19][C:18]=1[OH:29].C1(P(C2C=CC=CC=2)C2C=CC=CC=2)C=CC=CC=1.C(OCC)(=O)C. Product: [CH3:28][O:27][C:24]1[CH:25]=[C:26]2[C:21](=[CH:22][CH:23]=1)[N:20]=[CH:19][C:18]1[O:29][CH2:14][CH:15]([N:30]3[CH:34]=[C:33]([N+:35]([O-:37])=[O:36])[CH:32]=[N:31]3)[CH2:16][C:17]2=1.